This data is from Catalyst prediction with 721,799 reactions and 888 catalyst types from USPTO. The task is: Predict which catalyst facilitates the given reaction. Reactant: [CH2:1]([O:8][C:9]([NH:11][C@@H:12]1[CH2:17][CH2:16][NH:15][CH2:14][C@@H:13]1[C:18]([O:20][CH3:21])=[O:19])=[O:10])[C:2]1[CH:7]=[CH:6][CH:5]=[CH:4][CH:3]=1.C(N(CC)C(C)C)(C)C.Br[CH2:32][CH2:33][OH:34]. Product: [CH2:1]([O:8][C:9]([NH:11][C@@H:12]1[CH2:17][CH2:16][N:15]([CH2:32][CH2:33][OH:34])[CH2:14][C@@H:13]1[C:18]([O:20][CH3:21])=[O:19])=[O:10])[C:2]1[CH:3]=[CH:4][CH:5]=[CH:6][CH:7]=1. The catalyst class is: 10.